This data is from Reaction yield outcomes from USPTO patents with 853,638 reactions. The task is: Predict the reaction yield, written as a fraction of the theoretical maximum amount of product (1.0 means a 100% yield; for example, 0.34 means a 34% yield). (1) The reactants are [F:1][C:2]1[CH:9]=[C:8]([N:10]2[CH2:15][CH2:14][O:13][CH2:12][CH2:11]2)[CH:7]=[CH:6][C:3]=1[CH:4]=O.[CH3:16][C@H:17]1[CH2:22][NH:21][CH2:20][CH2:19][N:18]1[C:23]([O:25][C:26]([CH3:29])([CH3:28])[CH3:27])=[O:24].ClCCCl.C(O[BH-](OC(=O)C)OC(=O)C)(=O)C.[Na+]. The catalyst is O. The product is [F:1][C:2]1[CH:9]=[C:8]([N:10]2[CH2:15][CH2:14][O:13][CH2:12][CH2:11]2)[CH:7]=[CH:6][C:3]=1[CH2:4][N:21]1[CH2:20][CH2:19][N:18]([C:23]([O:25][C:26]([CH3:29])([CH3:28])[CH3:27])=[O:24])[C@@H:17]([CH3:16])[CH2:22]1. The yield is 0.930. (2) The reactants are [C:1]([O:9]CC)(=[O:8])[CH2:2][C:3](OCC)=O.[H-].[Na+].ClC[C:16]1[CH:17]=[N:18][O:19][C:20]=1[C:21]1[CH:26]=[CH:25][C:24]([Cl:27])=[C:23]([CH3:28])[CH:22]=1.Cl. The catalyst is O1CCCC1.O. The product is [Cl:27][C:24]1[CH:25]=[CH:26][C:21]([C:20]2[O:19][N:18]=[CH:17][C:16]=2[CH2:3][CH2:2][C:1]([OH:9])=[O:8])=[CH:22][C:23]=1[CH3:28]. The yield is 0.580. (3) The reactants are [Cl:1][C:2]1[C:3]([O:12][C:13]2[CH:18]=[C:17]([O:19][CH:20]([CH3:22])[CH3:21])[CH:16]=[CH:15][C:14]=2[CH2:23][CH2:24][CH2:25][OH:26])=[N:4][CH:5]=[C:6]([C:8]([F:11])([F:10])[F:9])[CH:7]=1.Cl[S:28]([N:31]=[C:32]=[O:33])(=[O:30])=[O:29].[O:34]([CH2:41][CH2:42][NH2:43])[C:35]1[CH:40]=[CH:39][CH:38]=[CH:37][CH:36]=1.Cl. The catalyst is C(#N)C.N1C=CC=CC=1. The product is [O:34]([CH2:41][CH2:42][NH:43][S:28]([NH:31][C:32](=[O:33])[O:26][CH2:25][CH2:24][CH2:23][C:14]1[CH:15]=[CH:16][C:17]([O:19][CH:20]([CH3:21])[CH3:22])=[CH:18][C:13]=1[O:12][C:3]1[C:2]([Cl:1])=[CH:7][C:6]([C:8]([F:11])([F:10])[F:9])=[CH:5][N:4]=1)(=[O:30])=[O:29])[C:35]1[CH:40]=[CH:39][CH:38]=[CH:37][CH:36]=1. The yield is 0.460. (4) The reactants are Cl[C:2]1[C:7]([C:8]([F:11])([F:10])[F:9])=[CH:6][N:5]=[C:4]([NH:12][C:13]2[CH:14]=[N:15][N:16]([CH:18]3[CH2:23][CH2:22][N:21](C(OC(C)(C)C)=O)[CH2:20][CH2:19]3)[CH:17]=2)[N:3]=1.[C:31]([C:33]1[CH:34]=[C:35]([C:39]2([C:42]([NH2:44])=[O:43])[CH2:41][CH2:40]2)[CH:36]=[CH:37][CH:38]=1)#[CH:32].C1C=CC(P(C2C=CC=CC=2)C2C=CC=CC=2)=CC=1.C(O)(C(F)(F)F)=O. The catalyst is CCN(CC)CC.CN(C=O)C.CCOC(C)=O.C(Cl)Cl.[Cu]I.Cl[Pd](Cl)([P](C1C=CC=CC=1)(C1C=CC=CC=1)C1C=CC=CC=1)[P](C1C=CC=CC=1)(C1C=CC=CC=1)C1C=CC=CC=1.[Pd]. The product is [NH:21]1[CH2:20][CH2:19][CH:18]([N:16]2[CH:17]=[C:13]([NH:12][C:4]3[N:3]=[C:2]([CH2:32][CH2:31][C:33]4[CH:34]=[C:35]([C:39]5([C:42]([NH2:44])=[O:43])[CH2:41][CH2:40]5)[CH:36]=[CH:37][CH:38]=4)[C:7]([C:8]([F:9])([F:10])[F:11])=[CH:6][N:5]=3)[CH:14]=[N:15]2)[CH2:23][CH2:22]1. The yield is 0.320. (5) The reactants are [NH2:1][C@@H:2]1[C:11]2[C:6](=[CH:7][CH:8]=[CH:9][CH:10]=2)[C@@H:5]([OH:12])[CH2:4][CH2:3]1.[Na].F[C:15]1[CH:16]=[CH:17][C:18]2[N:19]([C:21]([N:24]3[CH2:29][CH2:28][CH2:27][CH2:26][C@@H:25]3[CH3:30])=[N:22][N:23]=2)[CH:20]=1.N. The catalyst is CN(C=O)C.CO.C(Cl)Cl. The product is [CH3:30][C@H:25]1[CH2:26][CH2:27][CH2:28][CH2:29][N:24]1[C:21]1[N:19]2[CH:20]=[C:15]([O:12][C@@H:5]3[C:6]4[C:11](=[CH:10][CH:9]=[CH:8][CH:7]=4)[C@@H:2]([NH2:1])[CH2:3][CH2:4]3)[CH:16]=[CH:17][C:18]2=[N:23][N:22]=1. The yield is 0.450.